This data is from Catalyst prediction with 721,799 reactions and 888 catalyst types from USPTO. The task is: Predict which catalyst facilitates the given reaction. (1) Reactant: [CH:1]1([C:7]2[C:15]3[C:10](=[CH:11][C:12]([C:16]([O:18][CH3:19])=[O:17])=[CH:13][CH:14]=3)[NH:9][C:8]=2[C:20]2[CH:25]=[CH:24][CH:23]=[CH:22][C:21]=2[C:26](=O)[NH:27][CH2:28][CH2:29][OH:30])[CH2:6][CH2:5][CH2:4][CH2:3][CH2:2]1.Cl.[OH-].[Na+].C(=O)([O-])O.[Na+].[C:48](O[C:48]([O:50][C:51]([CH3:54])([CH3:53])[CH3:52])=[O:49])([O:50][C:51]([CH3:54])([CH3:53])[CH3:52])=[O:49]. Product: [C:51]([O:50][C:48]([N:27]([CH2:26][C:21]1[CH:22]=[CH:23][CH:24]=[CH:25][C:20]=1[C:8]1[NH:9][C:10]2[C:15]([C:7]=1[CH:1]1[CH2:2][CH2:3][CH2:4][CH2:5][CH2:6]1)=[CH:14][CH:13]=[C:12]([C:16]([O:18][CH3:19])=[O:17])[CH:11]=2)[CH2:28][CH2:29][OH:30])=[O:49])([CH3:52])([CH3:53])[CH3:54]. The catalyst class is: 7. (2) Reactant: Cl[CH2:2][CH2:3][CH2:4][S:5]([C:8]1[CH:34]=[CH:33][C:11]([O:12][CH:13]2[CH2:17][CH2:16][N:15]([CH:18]3[CH2:23][CH2:22][N:21]([C:24]4[S:28][N:27]=[C:26]([CH:29]([CH3:31])[CH3:30])[N:25]=4)[CH2:20][CH2:19]3)[C:14]2=[O:32])=[C:10]([F:35])[CH:9]=1)(=[O:7])=[O:6].O. Product: [CH:4]1([S:5]([C:8]2[CH:34]=[CH:33][C:11]([O:12][CH:13]3[CH2:17][CH2:16][N:15]([CH:18]4[CH2:23][CH2:22][N:21]([C:24]5[S:28][N:27]=[C:26]([CH:29]([CH3:31])[CH3:30])[N:25]=5)[CH2:20][CH2:19]4)[C:14]3=[O:32])=[C:10]([F:35])[CH:9]=2)(=[O:7])=[O:6])[CH2:2][CH2:3]1. The catalyst class is: 1. (3) Reactant: Br[C:2]1[CH:12]=[C:11]([C:13]([O:15][CH2:16][CH3:17])=[O:14])[CH:10]=[CH:9][C:3]=1[C:4]([O:6][CH2:7][CH3:8])=[O:5].C([O-])([O-])=O.[K+].[K+].C1(C)C=CC=CC=1.[CH2:31]([O:37][C:38]1[CH:43]=[CH:42][C:41](B(O)O)=[CH:40][CH:39]=1)[CH2:32][CH2:33][CH2:34][CH2:35][CH3:36]. Product: [CH2:31]([O:37][C:38]1[CH:39]=[CH:40][C:41]([C:2]2[CH:12]=[C:11]([C:13]([O:15][CH2:16][CH3:17])=[O:14])[CH:10]=[CH:9][C:3]=2[C:4]([O:6][CH2:7][CH3:8])=[O:5])=[CH:42][CH:43]=1)[CH2:32][CH2:33][CH2:34][CH2:35][CH3:36]. The catalyst class is: 103. (4) Reactant: [C:1]([C:4]1[C:12]2[C:7](=[CH:8][CH:9]=[C:10]([C:13]3[CH:14]=[N:15][C:16]([O:19][CH3:20])=[N:17][CH:18]=3)[CH:11]=2)[N:6]([CH2:21][C:22]([O:24]C(C)(C)C)=[O:23])[CH:5]=1)(=[O:3])[CH3:2]. Product: [C:1]([C:4]1[C:12]2[C:7](=[CH:8][CH:9]=[C:10]([C:13]3[CH:14]=[N:15][C:16]([O:19][CH3:20])=[N:17][CH:18]=3)[CH:11]=2)[N:6]([CH2:21][C:22]([OH:24])=[O:23])[CH:5]=1)(=[O:3])[CH3:2]. The catalyst class is: 393. (5) Reactant: Br[C:2]1[N:7]=[C:6]([CH3:8])[C:5]([Br:9])=[CH:4][N:3]=1.Cl.[NH:11]1[CH2:14][CH:13]([OH:15])[CH2:12]1.C(N(CC)CC)C. Product: [Br:9][C:5]1[C:6]([CH3:8])=[N:7][C:2]([N:11]2[CH2:14][CH:13]([OH:15])[CH2:12]2)=[N:3][CH:4]=1. The catalyst class is: 8. (6) Reactant: C[O:2][C:3]([C:5]1[CH:35]=[CH:34][C:8]([CH2:9][NH:10][C:11]2[N:16]=[C:15]([O:17][CH2:18][C:19]([F:22])([F:21])[F:20])[N:14]=[C:13]([NH:23][C:24]3[CH:33]=[CH:32][C:27]([C:28]([O:30]C)=[O:29])=[CH:26][CH:25]=3)[N:12]=2)=[CH:7][CH:6]=1)=[O:4].C([O-])([O-])=O.[K+].[K+].O.Cl. Product: [C:3]([C:5]1[CH:6]=[CH:7][C:8]([CH2:9][NH:10][C:11]2[N:16]=[C:15]([O:17][CH2:18][C:19]([F:20])([F:21])[F:22])[N:14]=[C:13]([NH:23][C:24]3[CH:25]=[CH:26][C:27]([C:28]([OH:30])=[O:29])=[CH:32][CH:33]=3)[N:12]=2)=[CH:34][CH:35]=1)([OH:4])=[O:2]. The catalyst class is: 21. (7) Reactant: [CH2:1]([C:3]1[CH:8]=[CH:7][C:6]([CH2:9][C:10]([O:12][CH2:13][CH3:14])=[O:11])=[CH:5][C:4]=1[O:15]C)[CH3:2]. Product: [OH:15][C:4]1[CH:5]=[C:6]([CH2:9][C:10]([O:12][CH2:13][CH3:14])=[O:11])[CH:7]=[CH:8][C:3]=1[CH2:1][CH3:2]. The catalyst class is: 2. (8) Reactant: Cl.[NH2:2][CH2:3][CH2:4][C:5]([O:7][C:8]([CH3:11])([CH3:10])[CH3:9])=[O:6].C(N(CC)CC)C.[Cl:19][C:20]1[CH:25]=[C:24]([C:26]#[N:27])[CH:23]=[CH:22][C:21]=1[S:28](Cl)(=[O:30])=[O:29]. Product: [Cl:19][C:20]1[CH:25]=[C:24]([C:26]#[N:27])[CH:23]=[CH:22][C:21]=1[S:28]([NH:2][CH2:3][CH2:4][C:5]([O:7][C:8]([CH3:11])([CH3:10])[CH3:9])=[O:6])(=[O:29])=[O:30]. The catalyst class is: 124. (9) Reactant: Cl[C:2]1[CH:7]=[C:6]([Cl:8])[N:5]=[C:4]([NH2:9])[N:3]=1.CCN(C(C)C)C(C)C.[CH2:19]([NH2:26])[C:20]1[CH:25]=[CH:24][CH:23]=[CH:22][CH:21]=1.CCOC(C)=O. Product: [Cl:8][C:6]1[N:5]=[C:4]([NH2:9])[N:3]=[C:2]([NH:26][CH2:19][C:20]2[CH:25]=[CH:24][CH:23]=[CH:22][CH:21]=2)[CH:7]=1. The catalyst class is: 14.